Dataset: Reaction yield outcomes from USPTO patents with 853,638 reactions. Task: Predict the reaction yield, written as a fraction of the theoretical maximum amount of product (1.0 means a 100% yield; for example, 0.34 means a 34% yield). (1) The reactants are [F:1][C:2]1[C:3]([NH:23][C:24]2[CH:29]=[CH:28][C:27]([I:30])=[CH:26][C:25]=2[F:31])=[C:4]([C:9]([N:11]2[CH2:14][C:13]([C:16]([CH3:22])([CH3:21])[C:17]([O:19]C)=[O:18])([OH:15])[CH2:12]2)=[O:10])[CH:5]=[CH:6][C:7]=1[F:8].Cl. The catalyst is [OH-].[K+]. The product is [F:1][C:2]1[C:3]([NH:23][C:24]2[CH:29]=[CH:28][C:27]([I:30])=[CH:26][C:25]=2[F:31])=[C:4]([C:9]([N:11]2[CH2:14][C:13]([C:16]([CH3:22])([CH3:21])[C:17]([OH:19])=[O:18])([OH:15])[CH2:12]2)=[O:10])[CH:5]=[CH:6][C:7]=1[F:8]. The yield is 0.590. (2) The reactants are [CH3:1][O:2][C:3]1[CH:4]=[C:5]([O:23][C:24]2[CH:25]=[N:26][C:27]([S:30]([CH3:33])(=[O:32])=[O:31])=[CH:28][CH:29]=2)[CH:6]=[C:7]2[C:11]=1[NH:10][C:9]([C:12]1[S:13][CH:14]([CH2:17][C:18]([O:20]CC)=[O:19])[CH2:15][N:16]=1)=[CH:8]2.[OH-].[Na+]. The catalyst is O1CCCC1.C(O)C. The product is [CH3:1][O:2][C:3]1[CH:4]=[C:5]([O:23][C:24]2[CH:25]=[N:26][C:27]([S:30]([CH3:33])(=[O:32])=[O:31])=[CH:28][CH:29]=2)[CH:6]=[C:7]2[C:11]=1[NH:10][C:9]([C:12]1[S:13][CH:14]([CH2:17][C:18]([OH:20])=[O:19])[CH2:15][N:16]=1)=[CH:8]2. The yield is 0.930. (3) The yield is 0.910. The reactants are [CH3:1][O:2][C:3]([C:5]1([C:8]2[CH:13]=[CH:12][C:11]([OH:14])=[C:10]([NH2:15])[CH:9]=2)[CH2:7][CH2:6]1)=[O:4].Cl[C:17](Cl)([O:19]C(=O)OC(Cl)(Cl)Cl)Cl.O. The product is [CH3:1][O:2][C:3]([C:5]1([C:8]2[CH:13]=[CH:12][C:11]3[O:14][C:17](=[O:19])[NH:15][C:10]=3[CH:9]=2)[CH2:7][CH2:6]1)=[O:4]. The catalyst is C1COCC1. (4) The reactants are [CH3:1]OC1C(OC)=CC2NC(=O)CN=C(C3C=C(C=CC=3)C#N)C=2C=1.[CH3:25][O:26][C:27]1[C:32]2[C:33]([C:39]3[CH:40]=[C:41]([CH:44]=[CH:45][CH:46]=3)[C:42]#[N:43])=[N:34][CH2:35][C:36](=[O:38])[NH:37][C:31]=2[CH:30]=[C:29]([O:47][CH3:48])[CH:28]=1. No catalyst specified. The product is [CH3:25][O:26][C:27]1[C:32]2[C:33]([C:39]3[CH:40]=[C:41]([CH:44]=[CH:45][CH:46]=3)[C:42]#[N:43])=[N:34][CH2:35][C:36](=[O:38])[N:37]([CH3:1])[C:31]=2[CH:30]=[C:29]([O:47][CH3:48])[CH:28]=1. The yield is 0.770.